The task is: Predict which catalyst facilitates the given reaction.. This data is from Catalyst prediction with 721,799 reactions and 888 catalyst types from USPTO. (1) Reactant: [N:1]1[CH:6]=[CH:5][C:4]([N:7]2[CH2:12][CH2:11][CH2:10][CH:9]([CH2:13][NH:14]C(=O)OC(C)(C)C)[CH2:8]2)=[CH:3][CH:2]=1.C([Cl:25])(=O)C. Product: [ClH:25].[ClH:25].[N:1]1[CH:6]=[CH:5][C:4]([N:7]2[CH2:12][CH2:11][CH2:10][CH:9]([CH2:13][NH2:14])[CH2:8]2)=[CH:3][CH:2]=1. The catalyst class is: 621. (2) Reactant: [H-].[Na+].[CH2:3]([OH:6])[CH2:4][OH:5].[CH3:7][C:8]([Si:11](Cl)([CH3:13])[CH3:12])([CH3:10])[CH3:9]. Product: [Si:11]([O:5][CH2:4][CH2:3][OH:6])([C:8]([CH3:10])([CH3:9])[CH3:7])([CH3:13])[CH3:12]. The catalyst class is: 1. (3) Reactant: [NH2:1][C:2]1[CH:7]=[C:6]([F:8])[C:5]([O:9][CH3:10])=[CH:4][C:3]=1[C:11](=[O:13])[CH3:12].Cl.[N:15]([O-])=O.[Na+].NC(N)=O. Product: [F:8][C:6]1[CH:7]=[C:2]2[C:3]([C:11]([OH:13])=[CH:12][N:15]=[N:1]2)=[CH:4][C:5]=1[O:9][CH3:10]. The catalyst class is: 6. (4) Reactant: [CH:1]1([CH2:4][N:5]2[C:13]3[CH2:12][CH2:11][N:10]([C:14](=[O:16])[CH3:15])[CH2:9][C:8]=3[C:7]([NH:17][C:18]3[CH:23]=[CH:22][CH:21]=[C:20](B4OC(C)(C)C(C)(C)O4)[CH:19]=3)=[N:6]2)[CH2:3][CH2:2]1.C([O-])([O-])=O.[Na+].[Na+].ClCCl.Br[C:43]1[CH:47]=[CH:46][N:45]([CH3:48])[N:44]=1. Product: [CH:1]1([CH2:4][N:5]2[C:13]3[CH2:12][CH2:11][N:10]([C:14](=[O:16])[CH3:15])[CH2:9][C:8]=3[C:7]([NH:17][C:18]3[CH:23]=[CH:22][CH:21]=[C:20]([C:43]4[CH:47]=[CH:46][N:45]([CH3:48])[N:44]=4)[CH:19]=3)=[N:6]2)[CH2:2][CH2:3]1. The catalyst class is: 117. (5) Reactant: [H-].[Na+].[N+:3]([C:6]1[C:11]2[NH:12][CH:13]=[N:14][C:10]=2[CH:9]=[CH:8][CH:7]=1)([O-:5])=[O:4].[CH3:15][Si:16]([CH2:19][CH2:20][O:21][CH2:22]Cl)([CH3:18])[CH3:17]. Product: [N+:3]([C:6]1[C:11]2[N:12]([CH2:22][O:21][CH2:20][CH2:19][Si:16]([CH3:18])([CH3:17])[CH3:15])[CH:13]=[N:14][C:10]=2[CH:9]=[CH:8][CH:7]=1)([O-:5])=[O:4]. The catalyst class is: 3. (6) Reactant: Cl.[NH2:2][CH:3]([C:8]([O:10][CH3:11])=[O:9])[C:4]([O:6][CH3:7])=[O:5].ClCCl.[Br:15][C:16]1[CH:24]=[CH:23][C:19]([C:20](Cl)=[O:21])=[CH:18][CH:17]=1. Product: [CH3:7][O:6][C:4](=[O:5])[CH:3]([NH:2][C:20](=[O:21])[C:19]1[CH:23]=[CH:24][C:16]([Br:15])=[CH:17][CH:18]=1)[C:8]([O:10][CH3:11])=[O:9]. The catalyst class is: 6. (7) Reactant: C(N(CC)CC)C.[Cl:8][C:9]1[CH:17]=[C:16]2[C:12]([C:13]([CH:25]=[O:26])=[CH:14][N:15]2C(OC(C)(C)C)=O)=[CH:11][CH:10]=1.[N:27]1[C:28]([CH:36]=[N:37][C:38]2[CH:43]=[CH:42][N:41]=[C:40]([O:44][CH3:45])[CH:39]=2)=[CH:29][N:30]2[CH:35]=[CH:34][CH:33]=[CH:32][C:31]=12. Product: [Cl:8][C:9]1[CH:17]=[C:16]2[C:12]([C:13]([C:25](=[O:26])[CH:36]([C:28]3[N:27]=[C:31]4[CH:32]=[CH:33][CH:34]=[CH:35][N:30]4[CH:29]=3)[NH:37][C:38]3[CH:43]=[CH:42][N:41]=[C:40]([O:44][CH3:45])[CH:39]=3)=[CH:14][NH:15]2)=[CH:11][CH:10]=1. The catalyst class is: 433.